From a dataset of Reaction yield outcomes from USPTO patents with 853,638 reactions. Predict the reaction yield, written as a fraction of the theoretical maximum amount of product (1.0 means a 100% yield; for example, 0.34 means a 34% yield). (1) The reactants are [N+:1]([C:4]1[CH:22]=[CH:21][CH:20]=[CH:19][C:5]=1[CH:6]=[N:7][C:8]1[CH:18]=[CH:17][C:11]([C:12]([O:14][CH2:15][CH3:16])=[O:13])=[CH:10][CH:9]=1)([O-:3])=[O:2].[CH3:23][C:24]([CH3:26])=[CH2:25].B(F)(F)F.CCOCC. The catalyst is C(#N)C. The product is [CH3:23][C:24]1([CH3:26])[C:18]2[C:8](=[CH:9][CH:10]=[C:11]([C:12]([O:14][CH2:15][CH3:16])=[O:13])[CH:17]=2)[NH:7][CH:6]([C:5]2[CH:19]=[CH:20][CH:21]=[CH:22][C:4]=2[N+:1]([O-:3])=[O:2])[CH2:25]1. The yield is 0.604. (2) The reactants are [Br:1][C:2]1[CH:3]=[CH:4][C:5]([O:9][C:10]([F:13])([F:12])[F:11])=[C:6]([CH3:8])[CH:7]=1.[Br:14]N1C(=O)CCC1=O. The catalyst is C(Cl)(Cl)(Cl)Cl.C(OOC(=O)C1C=CC=CC=1)(=O)C1C=CC=CC=1. The product is [Br:1][C:2]1[CH:3]=[CH:4][C:5]([O:9][C:10]([F:11])([F:12])[F:13])=[C:6]([CH:7]=1)[CH2:8][Br:14]. The yield is 0.880. (3) The reactants are F[C:2]1[C:7]([F:8])=[CH:6][N:5]=[C:4]2[NH:9][CH:10]=[C:11]([NH:12][C:13](=[O:20])[C:14]3[CH:19]=[CH:18][CH:17]=[N:16][CH:15]=3)[C:3]=12.[CH3:21][C:22]1([NH:28]C(=O)OC(C)(C)C)[CH2:27][CH2:26][CH2:25][NH:24][CH2:23]1.CCN(C(C)C)C(C)C.C(O)(C(F)(F)F)=O.C(Cl)[Cl:53]. The catalyst is CCCCO. The product is [ClH:53].[NH2:28][C:22]1([CH3:21])[CH2:27][CH2:26][CH2:25][N:24]([C:2]2[C:7]([F:8])=[CH:6][N:5]=[C:4]3[NH:9][CH:10]=[C:11]([NH:12][C:13](=[O:20])[C:14]4[CH:19]=[CH:18][CH:17]=[N:16][CH:15]=4)[C:3]=23)[CH2:23]1. The yield is 0.560. (4) The reactants are [C:1]([C:3]1[CH:4]=[CH:5][C:6]2[N:10]=[N:9][NH:8][C:7]=2[CH:11]=1)#[N:2].[OH-].[Na+].[Cl:14][CH2:15][CH2:16][CH2:17][CH2:18]Br. The catalyst is [Br-].C([N+](CCCC)(CCCC)CCCC)CCC.ClCCl. The product is [C:1]([C:3]1[CH:4]=[CH:5][C:6]2[N:10]=[N:9][N:8]([CH2:18][CH2:17][CH2:16][CH2:15][Cl:14])[C:7]=2[CH:11]=1)#[N:2]. The yield is 0.740. (5) The reactants are [CH2:1]([C:6]1[CH:7]=[CH:8][C:9](F)=[C:10]([CH:13]=1)[C:11]#[N:12])[C:2]([CH3:5])([CH3:4])[CH3:3].[NH:15]1[CH:19]=[CH:18][N:17]=[CH:16]1.C(=O)([O-])[O-].[K+].[K+]. The catalyst is CN(C=O)C.C(OCC)(=O)C. The product is [CH2:1]([C:6]1[CH:7]=[CH:8][C:9]([N:15]2[CH:19]=[CH:18][N:17]=[CH:16]2)=[C:10]([CH:13]=1)[C:11]#[N:12])[C:2]([CH3:5])([CH3:4])[CH3:3]. The yield is 0.770. (6) The reactants are [CH3:1][N:2]1[C:6]([CH3:13])([CH:7]2[CH2:11][CH2:10][CH2:9][CH:8]2[CH3:12])[C:5](=[O:14])[NH:4][C:3]1=[O:15].Br[CH2:17][C:18]([C:20]1[CH:25]=[CH:24][CH:23]=[C:22]([OH:26])[CH:21]=1)=[O:19]. No catalyst specified. The product is [OH:26][C:22]1[CH:21]=[C:20]([C:18](=[O:19])[CH2:17][N:4]2[C:5](=[O:14])[C:6]([CH3:13])([CH:7]3[CH2:11][CH2:10][CH2:9][CH:8]3[CH3:12])[N:2]([CH3:1])[C:3]2=[O:15])[CH:25]=[CH:24][CH:23]=1. The yield is 0.470. (7) The catalyst is C(Cl)Cl.O. The yield is 0.430. The reactants are [CH3:1][C:2]([Si:5]([CH3:30])([CH3:29])[O:6][CH2:7][C:8]1[CH:13]=[CH:12][C:11]([C:14]2[CH:19]=[C:18]([O:20][CH3:21])[CH:17]=[CH:16][C:15]=2[F:22])=[C:10]([CH:23](O)[C:24]([CH3:27])([CH3:26])[CH3:25])[CH:9]=1)([CH3:4])[CH3:3].CS([Cl:35])(=O)=O. The product is [Cl:35][CH:23]([C:10]1[CH:9]=[C:8]([CH2:7][O:6][Si:5]([C:2]([CH3:4])([CH3:3])[CH3:1])([CH3:30])[CH3:29])[CH:13]=[CH:12][C:11]=1[C:14]1[CH:19]=[C:18]([O:20][CH3:21])[CH:17]=[CH:16][C:15]=1[F:22])[C:24]([CH3:27])([CH3:26])[CH3:25].